This data is from Forward reaction prediction with 1.9M reactions from USPTO patents (1976-2016). The task is: Predict the product of the given reaction. (1) The product is: [Cl:1][C:2]1[CH:7]=[CH:6][C:5]([O:8][C:9]2[CH:10]=[CH:11][C:12]([CH2:15][CH2:16][O:17][C:18]3[CH:23]=[CH:22][N:21]([CH2:30][C:31]4[CH:32]=[N:33][N:34]([CH3:36])[CH:35]=4)[C:20](=[O:24])[CH:19]=3)=[CH:13][CH:14]=2)=[CH:4][C:3]=1[C:25]([F:28])([F:26])[F:27]. Given the reactants [Cl:1][C:2]1[CH:7]=[CH:6][C:5]([O:8][C:9]2[CH:14]=[CH:13][C:12]([CH2:15][CH2:16][O:17][C:18]3[CH:23]=[CH:22][NH:21][C:20](=[O:24])[CH:19]=3)=[CH:11][CH:10]=2)=[CH:4][C:3]=1[C:25]([F:28])([F:27])[F:26].Cl[CH2:30][C:31]1[CH:32]=[N:33][N:34]([CH3:36])[CH:35]=1, predict the reaction product. (2) Given the reactants [C:1]([O:5][CH2:6][CH3:7])(=[O:4])[CH:2]=[CH2:3].[CH2:8]([C:10]1[CH:16]=[CH:15][C:13]([NH2:14])=[CH:12][CH:11]=1)[CH3:9], predict the reaction product. The product is: [CH2:8]([C:10]1[CH:16]=[CH:15][C:13]([NH:14][CH2:3][CH2:2][C:1]([O:5][CH2:6][CH3:7])=[O:4])=[CH:12][CH:11]=1)[CH3:9]. (3) Given the reactants [NH2:1][C:2]1[N:10]=[CH:9][CH:8]=[CH:7][C:3]=1[C:4]([OH:6])=O.[F:11][C:12]1[CH:13]=[C:14]([CH:17]=[C:18]([F:20])[CH:19]=1)[CH2:15][NH2:16].CN([P+](ON1N=NC2C=CC=CC1=2)(N(C)C)N(C)C)C.F[P-](F)(F)(F)(F)F.C(N(CC)CC)C, predict the reaction product. The product is: [F:11][C:12]1[CH:13]=[C:14]([CH2:15][NH:16][C:4](=[O:6])[C:3]2[CH:7]=[CH:8][CH:9]=[N:10][C:2]=2[NH2:1])[CH:17]=[C:18]([F:20])[CH:19]=1. (4) The product is: [OH:6][C:7]1[CH:12]=[CH:11][CH:10]=[CH:9][C:8]=1[C:13]1[N:14]([CH2:31][CH2:32][C:33]2[CH:34]=[CH:35][CH:36]=[CH:37][CH:38]=2)[C:15](=[O:30])[C:16]2[NH:22][CH2:21][CH2:20][CH2:19][C:17]=2[N:18]=1. Given the reactants B(Br)(Br)Br.C[O:6][C:7]1[CH:12]=[CH:11][CH:10]=[CH:9][C:8]=1[C:13]1[N:14]([CH2:31][CH2:32][C:33]2[CH:38]=[CH:37][CH:36]=[CH:35][CH:34]=2)[C:15](=[O:30])[C:16]2[N:22](C(OC(C)(C)C)=O)[CH2:21][CH2:20][CH2:19][C:17]=2[N:18]=1.C([O-])([O-])=O.[Na+].[Na+], predict the reaction product. (5) Given the reactants [Si:1]([O:8][C@H:9]1[C:15](=[O:16])[C@H:14]2[CH2:17][C@:11]([OH:19])([C:12](=[O:18])[O:13]2)[CH2:10]1)([C:4]([CH3:7])([CH3:6])[CH3:5])([CH3:3])[CH3:2].[OH2:20].N1[CH:26]=[CH:25]C=CC=1, predict the reaction product. The product is: [C:25]([O:19][C@@:11]12[CH2:17][C@@H:14]([O:13][C:12]1=[O:18])[C:15](=[O:16])[C@H:9]([O:8][Si:1]([C:4]([CH3:7])([CH3:6])[CH3:5])([CH3:3])[CH3:2])[CH2:10]2)(=[O:20])[CH3:26].